From a dataset of Forward reaction prediction with 1.9M reactions from USPTO patents (1976-2016). Predict the product of the given reaction. (1) Given the reactants [C:1]1([C:11]2[O:12][C:13](=[O:21])[C:14]3[N:20]=[CH:19][CH:18]=[CH:17][C:15]=3[N:16]=2)[C:10]2[C:5](=[CH:6][CH:7]=[CH:8][CH:9]=2)[CH:4]=[CH:3][CH:2]=1.[NH2:22][CH2:23][CH:24]1[CH2:28][CH2:27][CH2:26][N:25]1[C:29]([O:31][C:32]([CH3:35])([CH3:34])[CH3:33])=[O:30], predict the reaction product. The product is: [C:1]1([C:11]([NH:16][C:15]2[C:14]([C:13]([NH:22][CH2:23][CH:24]3[CH2:28][CH2:27][CH2:26][N:25]3[C:29]([O:31][C:32]([CH3:35])([CH3:34])[CH3:33])=[O:30])=[O:21])=[N:20][CH:19]=[CH:18][CH:17]=2)=[O:12])[C:10]2[C:5](=[CH:6][CH:7]=[CH:8][CH:9]=2)[CH:4]=[CH:3][CH:2]=1. (2) Given the reactants [Cl:1][C:2]1[N:7]=[C:6]([NH2:8])[CH:5]=[CH:4][N:3]=1.[H-].[Na+].[CH3:11][O:12][CH2:13][C:14](Cl)=[O:15], predict the reaction product. The product is: [Cl:1][C:2]1[N:7]=[C:6]([NH:8][C:14](=[O:15])[CH2:13][O:12][CH3:11])[CH:5]=[CH:4][N:3]=1. (3) Given the reactants [O:1]1[CH2:6][CH2:5][N:4]([C:7]2[N:12]=[C:11](Cl)[CH:10]=[C:9]([Cl:14])[N:8]=2)[CH2:3][CH2:2]1.[C:15]([O:19][CH2:20][CH3:21])(=[O:18])[CH2:16][OH:17].[H-].[Na+], predict the reaction product. The product is: [CH2:20]([O:19][C:15](=[O:18])[CH2:16][O:17][C:11]1[CH:10]=[C:9]([Cl:14])[N:8]=[C:7]([N:4]2[CH2:3][CH2:2][O:1][CH2:6][CH2:5]2)[N:12]=1)[CH3:21]. (4) Given the reactants [O:1]1[CH:5]=[CH:4][CH:3]=[C:2]1[C:6]1[O:7][C:8]([CH3:40])=[C:9]([CH2:11][O:12][C:13]2[CH:37]=[CH:36][C:16]([CH2:17][O:18][C:19]3[C:23]([C:24](OCC)=[O:25])=[CH:22][N:21]([CH2:29][C:30]4[CH:31]=[N:32][CH:33]=[CH:34][CH:35]=4)[N:20]=3)=[CH:15][C:14]=2[O:38][CH3:39])[N:10]=1.[H-].[Al+3].[Li+].[H-].[H-].[H-].O.O.O.O.O.O.O.O.O.O.S([O-])([O-])(=O)=O.[Na+].[Na+], predict the reaction product. The product is: [O:1]1[CH:5]=[CH:4][CH:3]=[C:2]1[C:6]1[O:7][C:8]([CH3:40])=[C:9]([CH2:11][O:12][C:13]2[CH:37]=[CH:36][C:16]([CH2:17][O:18][C:19]3[C:23]([CH2:24][OH:25])=[CH:22][N:21]([CH2:29][C:30]4[CH:31]=[N:32][CH:33]=[CH:34][CH:35]=4)[N:20]=3)=[CH:15][C:14]=2[O:38][CH3:39])[N:10]=1.